Dataset: Forward reaction prediction with 1.9M reactions from USPTO patents (1976-2016). Task: Predict the product of the given reaction. Given the reactants C(Cl)C[Cl:3].[NH2:5][C:6]1[N:11]=[CH:10][C:9]([CH:12]=[CH:13][C:14]([OH:16])=O)=[CH:8][CH:7]=1.C1C=CC2N(O)N=NC=2C=1.[Cl:27][C:28]1[C:32]2[CH:33]=[CH:34][CH:35]=[CH:36][C:31]=2[O:30][C:29]=1[CH2:37][NH:38][CH3:39].C(N(C(C)C)C(C)C)C, predict the reaction product. The product is: [ClH:3].[NH2:5][C:6]1[N:11]=[CH:10][C:9](/[CH:12]=[CH:13]/[C:14]([N:38]([CH2:37][C:29]2[O:30][C:31]3[CH:36]=[CH:35][CH:34]=[CH:33][C:32]=3[C:28]=2[Cl:27])[CH3:39])=[O:16])=[CH:8][CH:7]=1.